Dataset: Full USPTO retrosynthesis dataset with 1.9M reactions from patents (1976-2016). Task: Predict the reactants needed to synthesize the given product. (1) Given the product [ClH:23].[CH3:22][C@@H:11]1[NH:12][CH2:13][CH2:14][N:9]([C:6]2[CH:7]=[CH:8][C:3]([C:1]#[N:2])=[CH:4][CH:5]=2)[CH2:10]1, predict the reactants needed to synthesize it. The reactants are: [C:1]([C:3]1[CH:8]=[CH:7][C:6]([N:9]2[CH2:14][CH2:13][N:12](C(OC(C)(C)C)=O)[C@@H:11]([CH3:22])[CH2:10]2)=[CH:5][CH:4]=1)#[N:2].[ClH:23]. (2) Given the product [NH2:12][C:13]1[N:18]=[C:17]([NH:1][CH2:2][CH2:3][NH:4][C:5](=[O:11])[O:6][C:7]([CH3:8])([CH3:10])[CH3:9])[CH:16]=[CH:15][N:14]=1, predict the reactants needed to synthesize it. The reactants are: [NH2:1][CH2:2][CH2:3][NH:4][C:5](=[O:11])[O:6][C:7]([CH3:10])([CH3:9])[CH3:8].[NH2:12][C:13]1[N:18]=[CH:17][CH:16]=[C:15](Cl)[N:14]=1.C(N(CC)CC)C.